The task is: Predict the reactants needed to synthesize the given product.. This data is from Full USPTO retrosynthesis dataset with 1.9M reactions from patents (1976-2016). (1) Given the product [Br:1][C:2]1[CH:8]=[CH:7][C:5]([NH:6][C:17](=[O:18])[CH2:16][Cl:15])=[CH:4][CH:3]=1, predict the reactants needed to synthesize it. The reactants are: [Br:1][C:2]1[CH:8]=[CH:7][C:5]([NH2:6])=[CH:4][CH:3]=1.N1C=CC=CC=1.[Cl:15][CH2:16][C:17](Cl)=[O:18]. (2) Given the product [CH2:47]([O:46][C:44]([CH:38]1[CH2:39][CH:40]2[N:35]([C:33]([C:24]3[CH:25]=[C:26]4[CH2:32][N:31]([C:16]([O:10][CH2:9][C:4]5[CH:3]=[C:2]([Cl:1])[CH:7]=[C:6]([Cl:8])[CH:5]=5)=[O:17])[CH2:30][CH2:29][CH2:28][N:27]4[N:23]=3)=[O:34])[CH:36]([CH2:43][CH2:42][CH2:41]2)[CH2:37]1)=[O:45])[CH3:48], predict the reactants needed to synthesize it. The reactants are: [Cl:1][C:2]1[CH:3]=[C:4]([CH2:9][OH:10])[CH:5]=[C:6]([Cl:8])[CH:7]=1.C1N=CN([C:16](N2C=NC=C2)=[O:17])C=1.[N:23]1[N:27]2[CH2:28][CH2:29][CH2:30][NH:31][CH2:32][C:26]2=[CH:25][C:24]=1[C:33]([N:35]1[CH:40]2[CH2:41][CH2:42][CH2:43][CH:36]1[CH2:37][CH:38]([C:44]([O:46][CH2:47][CH3:48])=[O:45])[CH2:39]2)=[O:34]. (3) Given the product [OH:36][C:37]1[C:46]2[C:41](=[CH:42][CH:43]=[CH:44][CH:45]=2)[CH:40]=[CH:39][C:38]=1[C:47]([OH:49])=[O:48].[F:34][C:2]1([F:1])[C:7](=[O:8])[NH:6][C:5]2[CH:9]=[C:10]([NH:13][C:14]3[C:19]([F:20])=[CH:18][N:17]=[C:16]([NH:21][C:22]4[CH:23]=[C:24]([CH:31]=[CH:32][CH:33]=4)[O:25][CH2:26][C:27]([NH:29][CH3:30])=[O:28])[N:15]=3)[CH:11]=[CH:12][C:4]=2[O:3]1, predict the reactants needed to synthesize it. The reactants are: [F:1][C:2]1([F:34])[C:7](=[O:8])[NH:6][C:5]2[CH:9]=[C:10]([NH:13][C:14]3[C:19]([F:20])=[CH:18][N:17]=[C:16]([NH:21][C:22]4[CH:23]=[C:24]([CH:31]=[CH:32][CH:33]=4)[O:25][CH2:26][C:27]([NH:29][CH3:30])=[O:28])[N:15]=3)[CH:11]=[CH:12][C:4]=2[O:3]1.O.[OH:36][C:37]1[C:46]2[C:41](=[CH:42][CH:43]=[CH:44][CH:45]=2)[CH:40]=[CH:39][C:38]=1[C:47]([OH:49])=[O:48]. (4) Given the product [Br:28][CH2:29]/[CH:30]=[CH:31]/[C:32]([NH:20][C:17]1[CH:18]=[C:19]2[C:14](=[CH:15][C:16]=1[C:21]#[C:22][CH:23]1[CH2:27][CH2:26][O:25][CH2:24]1)[N:13]=[CH:12][N:11]=[C:10]2[NH:9][C:4]1[CH:5]=[CH:6][C:7]([F:8])=[C:2]([Cl:1])[CH:3]=1)=[O:33], predict the reactants needed to synthesize it. The reactants are: [Cl:1][C:2]1[CH:3]=[C:4]([NH:9][C:10]2[C:19]3[C:14](=[CH:15][C:16]([C:21]#[C:22][CH:23]4[CH2:27][CH2:26][O:25][CH2:24]4)=[C:17]([NH2:20])[CH:18]=3)[N:13]=[CH:12][N:11]=2)[CH:5]=[CH:6][C:7]=1[F:8].[Br:28][CH2:29]/[CH:30]=[CH:31]/[C:32](Cl)=[O:33]. (5) The reactants are: Br[C:2]1C=C(N[C@@H]2CCCN(C(OC(C)(C)C)=O)C2)C(OC)=N[CH:7]=1.Cl[CH2:25][C:26]([N:28]1CC[CH2:31][C@@H:30]([NH:34][C:35]2[C:40](=[O:41])[NH:39][CH:38]=[C:37]([C:42]3[CH:47]=[CH:46][N:45]=[CH:44][CH:43]=3)[CH:36]=2)[CH2:29]1)=[O:27]. Given the product [C:26]([N:28]1[CH2:31][CH:30]([NH:34][C:35]2[C:40](=[O:41])[NH:39][CH:38]=[C:37]([C:42]3[CH:47]=[CH:46][N:45]=[CH:44][CH:43]=3)[CH:36]=2)[CH2:29]1)(=[O:27])/[CH:25]=[CH:2]/[CH3:7], predict the reactants needed to synthesize it.